The task is: Predict which catalyst facilitates the given reaction.. This data is from Catalyst prediction with 721,799 reactions and 888 catalyst types from USPTO. Reactant: [CH2:1]([NH:7][C:8](=O)[CH3:9])[CH2:2][CH2:3][CH2:4][CH2:5][CH3:6].[CH3:11][N:12](C)[C:13](Cl)=O. Product: [CH3:11][N:12]([CH3:13])[C:8](=[N:7][CH2:1][CH2:2][CH2:3][CH2:4][CH2:5][CH3:6])[CH3:9]. The catalyst class is: 11.